Dataset: Forward reaction prediction with 1.9M reactions from USPTO patents (1976-2016). Task: Predict the product of the given reaction. (1) Given the reactants Cl.[Cl:2][C:3]1[CH:4]=[CH:5][C:6]([O:19][CH2:20][CH:21]([CH3:23])[CH3:22])=[C:7]([CH2:9][C:10]2[O:11][CH:12]=[C:13]([C:15](=[NH:18])OC)[N:14]=2)[CH:8]=1.[C:24]1(N)[CH:29]=[CH:28][CH:27]=[CH:26][C:25]=1[NH2:30], predict the reaction product. The product is: [ClH:2].[Cl:2][C:3]1[CH:4]=[CH:5][C:6]([O:19][CH2:20][CH:21]([CH3:22])[CH3:23])=[C:7]([CH2:9][C:10]2[O:11][CH:12]=[C:13]([C:15]3[NH:18][C:24]4[CH:29]=[CH:28][CH:27]=[CH:26][C:25]=4[N:30]=3)[N:14]=2)[CH:8]=1. (2) Given the reactants [F:1][C:2]1[C:9]([F:10])=[CH:8][C:5]([CH:6]=[O:7])=[C:4]([OH:11])[CH:3]=1.[CH3:12][C@@H:13](O)[CH2:14][CH:15]=[CH2:16].C1(P(C2C=CC=CC=2)C2C=CC=CC=2)C=CC=CC=1.CC(OC(/N=N/C(OC(C)C)=O)=O)C, predict the reaction product. The product is: [F:1][C:2]1[C:9]([F:10])=[CH:8][C:5]([CH:6]=[O:7])=[C:4]([O:11][C@H:15]([CH2:14][CH:13]=[CH2:12])[CH3:16])[CH:3]=1.